From a dataset of Reaction yield outcomes from USPTO patents with 853,638 reactions. Predict the reaction yield, written as a fraction of the theoretical maximum amount of product (1.0 means a 100% yield; for example, 0.34 means a 34% yield). (1) The reactants are Cl[C:2]1(Cl)[C:5](=[O:6])[CH2:4][CH:3]1[CH2:7][C:8]([O:10][C:11]([CH3:14])([CH3:13])[CH3:12])=[O:9].[NH4+].[Cl-]. The catalyst is CO.[Zn]. The product is [O:6]=[C:5]1[CH2:2][CH:3]([CH2:7][C:8]([O:10][C:11]([CH3:14])([CH3:13])[CH3:12])=[O:9])[CH2:4]1. The yield is 0.820. (2) The reactants are C([SiH](CC)CC)C.[CH2:8]([O:10][C:11]([C:13]1[NH:14][CH:15]=[C:16]([C:19](=O)[CH2:20][C:21]2[CH:26]=[CH:25][C:24]([Cl:27])=[CH:23][CH:22]=2)[C:17]=1[CH3:18])=[O:12])[CH3:9]. The catalyst is FC(F)(F)C(O)=O. The product is [CH2:8]([O:10][C:11]([C:13]1[NH:14][CH:15]=[C:16]([CH2:19][CH2:20][C:21]2[CH:26]=[CH:25][C:24]([Cl:27])=[CH:23][CH:22]=2)[C:17]=1[CH3:18])=[O:12])[CH3:9]. The yield is 0.460. (3) The reactants are [OH:1][C@@H:2]1[CH2:6][CH2:5][N:4]([C:7]2[CH:12]=[CH:11][C:10]([S:13]([NH:16][C:17]3[S:18][CH:19]=[CH:20][N:21]=3)(=[O:15])=[O:14])=[CH:9][CH:8]=2)[C:3]1=[O:22].CN(C=O)C.CCN(C(C)C)C(C)C.[F:37][C:38]1[CH:43]=[CH:42][C:41]([S:44](Cl)(=[O:46])=[O:45])=[CH:40][CH:39]=1. The catalyst is CO. The product is [F:37][C:38]1[CH:43]=[CH:42][C:41]([S:44]([N:16]([S:13]([C:10]2[CH:11]=[CH:12][C:7]([N:4]3[CH2:5][CH2:6][C@@H:2]([OH:1])[C:3]3=[O:22])=[CH:8][CH:9]=2)(=[O:14])=[O:15])[C:17]2[S:18][CH:19]=[CH:20][N:21]=2)(=[O:46])=[O:45])=[CH:40][CH:39]=1. The yield is 0.890.